Predict the product of the given reaction. From a dataset of Forward reaction prediction with 1.9M reactions from USPTO patents (1976-2016). (1) Given the reactants [F:1][CH:2]([F:40])[CH2:3][N:4]1[CH2:9][CH2:8][CH:7]([C:10]2[CH:15]=[CH:14][C:13]([C:16]3[NH:17][C:18]4[C:23]([N:24]=3)=[C:22]([C:25]3[CH:26]=[CH:27][C:28]([O:33][CH:34]5[CH2:39][CH2:38][NH:37][CH2:36][CH2:35]5)=[C:29]([CH:32]=3)[C:30]#[N:31])[N:21]=[CH:20][N:19]=4)=[CH:12][CH:11]=2)[CH2:6][CH2:5]1.[CH:41](O)=[O:42].CCN(C(C)C)C(C)C.CN(C(ON1N=NC2C=CC=NC1=2)=[N+](C)C)C.F[P-](F)(F)(F)(F)F, predict the reaction product. The product is: [F:40][CH:2]([F:1])[CH2:3][N:4]1[CH2:5][CH2:6][CH:7]([C:10]2[CH:15]=[CH:14][C:13]([C:16]3[NH:17][C:18]4[C:23]([N:24]=3)=[C:22]([C:25]3[CH:26]=[CH:27][C:28]([O:33][CH:34]5[CH2:39][CH2:38][N:37]([CH:41]=[O:42])[CH2:36][CH2:35]5)=[C:29]([CH:32]=3)[C:30]#[N:31])[N:21]=[CH:20][N:19]=4)=[CH:12][CH:11]=2)[CH2:8][CH2:9]1. (2) Given the reactants [Cl:1][C:2]1[CH:7]=[C:6]([NH:8][C:9]2[CH:14]=[CH:13][C:12]([F:15])=[CH:11][C:10]=2[F:16])[CH:5]=[CH:4][C:3]=1[C:17]([C:19]1[CH:24]=[C:23](I)[CH:22]=[CH:21][C:20]=1[CH3:26])=[O:18].[OH:27][CH2:28][C:29]1[CH:30]=[C:31](B(O)O)[CH:32]=[CH:33][CH:34]=1.C([O-])(O)=O.[Na+].O, predict the reaction product. The product is: [Cl:1][C:2]1[CH:7]=[C:6]([NH:8][C:9]2[CH:14]=[CH:13][C:12]([F:15])=[CH:11][C:10]=2[F:16])[CH:5]=[CH:4][C:3]=1[C:17]([C:19]1[CH:24]=[C:23]([C:33]2[CH:32]=[CH:31][CH:30]=[C:29]([CH2:28][OH:27])[CH:34]=2)[CH:22]=[CH:21][C:20]=1[CH3:26])=[O:18].